This data is from Forward reaction prediction with 1.9M reactions from USPTO patents (1976-2016). The task is: Predict the product of the given reaction. The product is: [NH2:2][C:1]1[C:3]2[C:4](=[CH:5][C:6]([C:9]3[N:14]=[C:13]([NH:15][CH3:16])[N:12]=[C:11]([N:17]4[C@H:22]([C:23]([F:26])([F:25])[F:24])[CH2:21][CH2:20][C@H:19]([C:27]([NH:29][CH:30]5[CH2:35][CH2:34][CH2:33][CH2:32][CH2:31]5)=[O:37])[CH2:18]4)[CH:10]=3)=[CH:7][CH:8]=2)[NH:39][N:38]=1. Given the reactants [C:1]([C:3]1[CH:8]=[CH:7][C:6]([C:9]2[N:14]=[C:13]([NH:15][CH3:16])[N:12]=[C:11]([N:17]3[C@H:22]([C:23]([F:26])([F:25])[F:24])[CH2:21][CH2:20][C@H:19]([C:27]([NH:29][CH:30]4[CH2:35][CH2:34][CH2:33][CH2:32][CH2:31]4)=O)[CH2:18]3)[CH:10]=2)=[CH:5][C:4]=1F)#[N:2].[OH2:37].[NH2:38][NH2:39].CCOC(C)=O, predict the reaction product.